The task is: Predict the reactants needed to synthesize the given product.. This data is from Full USPTO retrosynthesis dataset with 1.9M reactions from patents (1976-2016). (1) Given the product [C:31]([O:52][C:49](=[O:50])[CH2:41][C:3]([C:4]1[CH:9]=[CH:8][CH:7]=[C:6]([C:10]2[CH:15]=[C:14]([CH3:16])[N:13]=[C:12]([NH:17][CH2:18][CH2:19][OH:20])[N:11]=2)[CH:5]=1)=[O:27])([CH3:28])([CH3:36])[CH3:32].[Cl:40][C:41]1[N:46]=[C:45]([C:33]2[CH:32]=[C:31]([CH:36]=[CH:35][CH:34]=2)[C:28]([OH:30])=[O:29])[CH:44]=[C:43]([CH3:48])[N:42]=1, predict the reactants needed to synthesize it. The reactants are: CO[C:3](=[O:27])[C:4]1[CH:9]=[CH:8][CH:7]=[C:6]([C:10]2[CH:15]=[C:14]([CH3:16])[N:13]=[C:12]([NH:17][CH2:18][CH2:19][O:20]C3CCCCO3)[N:11]=2)[CH:5]=1.[C:28]([C:31]1[CH:32]=[C:33](B(O)O)[CH:34]=[CH:35][CH:36]=1)([OH:30])=[O:29].[Cl:40][C:41]1[N:46]=[C:45](Cl)[CH:44]=[C:43]([CH3:48])[N:42]=1.[C:49]([O-:52])([O-])=[O:50].[Na+].[Na+]. (2) Given the product [F:1][C:2]1[CH:7]=[CH:6][C:5]([C:8]2[N:12]3[CH:13]=[CH:14][C:15]([C:17]([F:19])([F:20])[F:18])=[N:16][C:11]3=[N:10][CH:9]=2)=[CH:4][C:3]=1[NH2:21], predict the reactants needed to synthesize it. The reactants are: [F:1][C:2]1[CH:7]=[CH:6][C:5]([C:8]2[N:12]3[CH:13]=[CH:14][C:15]([C:17]([F:20])([F:19])[F:18])=[N:16][C:11]3=[N:10][CH:9]=2)=[CH:4][C:3]=1[N+:21]([O-])=O.[Sn](Cl)Cl.[OH-].[NH4+].